Dataset: Catalyst prediction with 721,799 reactions and 888 catalyst types from USPTO. Task: Predict which catalyst facilitates the given reaction. (1) Reactant: [C:1]([O:5][C:6]([N:8]1[CH2:12][C@@H:11]([O:13][CH3:14])[CH2:10][C@H:9]1[C:15](O)=O)=[O:7])([CH3:4])([CH3:3])[CH3:2].[Br:18][C:19]1[CH:28]=[CH:27]C(C(=O)CBr)=[CH:21][CH:20]=1.C([N:32](CC)[CH:33]([CH3:35])[CH3:34])(C)C.C([O-])(=O)C.[NH4+:42]. Product: [C:1]([O:5][C:6]([N:8]1[CH2:12][C@@H:11]([O:13][CH3:14])[CH2:10][C@H:9]1[C:15]1[NH:32][C:33]([C:34]2[CH:27]=[CH:28][C:19]([Br:18])=[CH:20][CH:21]=2)=[CH:35][N:42]=1)=[O:7])([CH3:2])([CH3:3])[CH3:4]. The catalyst class is: 2. (2) Reactant: CON(C)[C:4]([C:6]1[N:7]=[C:8]([C:22]2[CH:27]=[CH:26][CH:25]=[CH:24][CH:23]=2)[N:9]2[CH2:14][CH2:13][N:12]([C:15]([O:17][C:18]([CH3:21])([CH3:20])[CH3:19])=[O:16])[CH2:11][C:10]=12)=[O:5].[CH2:29]([Mg]Cl)[C:30]([CH3:33])([CH3:32])[CH3:31]. Product: [CH3:29][C:30]([CH3:33])([CH3:32])[CH2:31][C:4]([C:6]1[N:7]=[C:8]([C:22]2[CH:23]=[CH:24][CH:25]=[CH:26][CH:27]=2)[N:9]2[CH2:14][CH2:13][N:12]([C:15]([O:17][C:18]([CH3:20])([CH3:19])[CH3:21])=[O:16])[CH2:11][C:10]=12)=[O:5]. The catalyst class is: 1. (3) Product: [Cl:2][C:3]1[CH:8]=[CH:7][C:6]2[N:9]([CH2:12][C:13]([O:15][CH2:16][CH3:17])=[O:14])[C:30]3[CH2:31][CH2:32][N:27]([CH3:26])[CH2:28][C:29]=3[C:5]=2[CH:4]=1. Reactant: Cl.[Cl:2][C:3]1[CH:8]=[CH:7][C:6]([NH:9]N)=[CH:5][CH:4]=1.Br[CH2:12][C:13]([O:15][CH2:16][CH3:17])=[O:14].C(N(CC)CC)C.Cl.[CH3:26][N:27]1[CH2:32][CH2:31][C:30](=O)[CH2:29][CH2:28]1. The catalyst class is: 8. (4) Reactant: Cl.[F:2][C@@H:3]1[CH2:7][NH:6][C@H:5]([C:8]([NH2:10])=O)[CH2:4]1.C(N(CC)C(C)C)(C)C.[Cl:20][CH2:21][C:22](Cl)=[O:23]. Product: [Cl:20][CH2:21][C:22]([N:6]1[CH2:7][C@@H:3]([F:2])[CH2:4][C@H:5]1[C:8]#[N:10])=[O:23]. The catalyst class is: 22. (5) Reactant: Br[C:2]1[C:27]([F:28])=[CH:26][C:5]([O:6][CH:7]2[CH2:11][CH2:10][N:9]([CH:12]3[CH2:17][CH2:16][N:15]([C:18]([O:20][C:21]([CH3:24])([CH3:23])[CH3:22])=[O:19])[CH2:14][CH2:13]3)[C:8]2=[O:25])=[C:4]([F:29])[CH:3]=1.[CH3:30][S:31]([O-:33])=[O:32].[Na+].[C@H]1(N)CCCC[C@@H]1N.O. Product: [F:29][C:4]1[CH:3]=[C:2]([S:31]([CH3:30])(=[O:33])=[O:32])[C:27]([F:28])=[CH:26][C:5]=1[O:6][CH:7]1[CH2:11][CH2:10][N:9]([CH:12]2[CH2:17][CH2:16][N:15]([C:18]([O:20][C:21]([CH3:24])([CH3:23])[CH3:22])=[O:19])[CH2:14][CH2:13]2)[C:8]1=[O:25]. The catalyst class is: 16. (6) Reactant: [F:1][C:2]1[CH:7]=[CH:6][C:5]([C:8]2[S:12][C:11]([CH3:13])=[N:10][C:9]=2[C:14]([OH:16])=O)=[CH:4][CH:3]=1.CN(C(ON1N=NC2C=CC=CC1=2)=[N+](C)C)C.[B-](F)(F)(F)F.CCN(C(C)C)C(C)C.Cl.[CH3:49][O:50][C:51]1[CH:52]=[CH:53][C:54]2[N:58]=[C:57]([C@@H:59]3[CH2:63][C:62](=[CH2:64])[CH2:61][NH:60]3)[NH:56][C:55]=2[CH:65]=1. Product: [F:1][C:2]1[CH:3]=[CH:4][C:5]([C:8]2[S:12][C:11]([CH3:13])=[N:10][C:9]=2[C:14]([N:60]2[CH2:61][C:62](=[CH2:64])[CH2:63][C@H:59]2[C:57]2[NH:56][C:55]3[CH:65]=[C:51]([O:50][CH3:49])[CH:52]=[CH:53][C:54]=3[N:58]=2)=[O:16])=[CH:6][CH:7]=1. The catalyst class is: 23.